Dataset: Peptide-MHC class II binding affinity with 134,281 pairs from IEDB. Task: Regression. Given a peptide amino acid sequence and an MHC pseudo amino acid sequence, predict their binding affinity value. This is MHC class II binding data. The peptide sequence is MGEAVQNTVEDLKLN. The MHC is DRB1_1201 with pseudo-sequence DRB1_1201. The binding affinity (normalized) is 0.153.